Dataset: Forward reaction prediction with 1.9M reactions from USPTO patents (1976-2016). Task: Predict the product of the given reaction. (1) Given the reactants CN(C(ON1N=NC2C=CC=NC1=2)=[N+](C)C)C.F[P-](F)(F)(F)(F)F.C(N(CC)CC)C.[O:32]1[CH2:37][CH2:36][N:35]([C:38]2[N:39]=[CH:40][C:41]3[CH:47]=[C:46]([C:48]([OH:50])=O)[C:45](=[O:51])[NH:44][C:42]=3[N:43]=2)[CH2:34][CH2:33]1.[NH2:52][C:53]1[CH:54]=[C:55]([CH:68]=[CH:69][C:70]=1[Cl:71])[C:56]([NH:58][CH:59]([C:61]1[CH:66]=[CH:65][CH:64]=[C:63]([Cl:67])[CH:62]=1)[CH3:60])=[O:57], predict the reaction product. The product is: [Cl:71][C:70]1[CH:69]=[CH:68][C:55]([C:56](=[O:57])[NH:58][CH:59]([C:61]2[CH:66]=[CH:65][CH:64]=[C:63]([Cl:67])[CH:62]=2)[CH3:60])=[CH:54][C:53]=1[NH:52][C:48]([C:46]1[C:45](=[O:51])[NH:44][C:42]2[N:43]=[C:38]([N:35]3[CH2:34][CH2:33][O:32][CH2:37][CH2:36]3)[N:39]=[CH:40][C:41]=2[CH:47]=1)=[O:50]. (2) Given the reactants [NH2:1][C:2]1[CH:3]=[C:4]2[C:8](=[CH:9][CH:10]=1)[N:7]([CH3:11])[C:6]([C:12]([O:14][CH2:15][CH3:16])=[O:13])=[CH:5]2.[CH:17]1([CH2:20][O:21][C:22]2[CH:30]=[CH:29][C:25]([C:26](O)=[O:27])=[CH:24][CH:23]=2)[CH2:19][CH2:18]1.O.ON1C2C=CC=CC=2N=N1.Cl.C(N=C=NCCCN(C)C)C, predict the reaction product. The product is: [CH:17]1([CH2:20][O:21][C:22]2[CH:23]=[CH:24][C:25]([C:26]([NH:1][C:2]3[CH:3]=[C:4]4[C:8](=[CH:9][CH:10]=3)[N:7]([CH3:11])[C:6]([C:12]([O:14][CH2:15][CH3:16])=[O:13])=[CH:5]4)=[O:27])=[CH:29][CH:30]=2)[CH2:18][CH2:19]1. (3) Given the reactants [CH2:1]([O:8][C:9]([C:11]1[CH:20]=[C:19]2[C:14]([CH2:15][CH2:16][C:17]([C:27](O)=[O:28])=[C:18]2[C:21]2[CH:26]=[CH:25][CH:24]=[CH:23][CH:22]=2)=[CH:13][CH:12]=1)=[O:10])[C:2]1[CH:7]=[CH:6][CH:5]=[CH:4][CH:3]=1.C1COCC1.C(Cl)(=O)OCC(C)C, predict the reaction product. The product is: [OH:28][CH2:27][C:17]1[CH2:16][CH2:15][C:14]2[CH:13]=[CH:12][C:11]([C:9]([O:8][CH2:1][C:2]3[CH:3]=[CH:4][CH:5]=[CH:6][CH:7]=3)=[O:10])=[CH:20][C:19]=2[C:18]=1[C:21]1[CH:26]=[CH:25][CH:24]=[CH:23][CH:22]=1. (4) Given the reactants CN1CCOCC1.[CH2:8]([O:15][C:16]([NH:18][C:19]([CH3:37])([CH2:23][C:24]1[CH:29]=[CH:28][C:27]([C:30]2[CH:35]=[CH:34][C:33]([F:36])=[CH:32][N:31]=2)=[CH:26][CH:25]=1)[C:20]([OH:22])=O)=[O:17])[C:9]1[CH:14]=[CH:13][CH:12]=[CH:11][CH:10]=1.[NH2:38][CH2:39][CH:40]([OH:47])[CH2:41][C:42]([CH3:46])([CH3:45])[CH2:43][CH3:44].Cl.CN(C)CCCN=C=NCC.ON1C2C=CC=CC=2N=N1, predict the reaction product. The product is: [F:36][C:33]1[CH:34]=[CH:35][C:30]([C:27]2[CH:26]=[CH:25][C:24]([CH2:23][C:19]([NH:18][C:16](=[O:17])[O:15][CH2:8][C:9]3[CH:14]=[CH:13][CH:12]=[CH:11][CH:10]=3)([CH3:37])[C:20]([NH:38][CH2:39][CH:40]([OH:47])[CH2:41][C:42]([CH3:46])([CH3:45])[CH2:43][CH3:44])=[O:22])=[CH:29][CH:28]=2)=[N:31][CH:32]=1. (5) Given the reactants [CH3:1][C:2]1[CH:7]=[CH:6][C:5]([O:8][CH3:9])=[CH:4][CH:3]=1.Cl([O-])(=O)(=O)=O.[Li+].Cl[C:17](=[O:30])[CH2:18][CH2:19][CH2:20][CH2:21][CH2:22][CH2:23][CH2:24][CH2:25][C:26]([O:28][CH3:29])=[O:27].O, predict the reaction product. The product is: [CH3:9][O:8][C:5]1[CH:6]=[CH:7][C:2]([CH3:1])=[CH:3][C:4]=1[C:17](=[O:30])[CH2:18][CH2:19][CH2:20][CH2:21][CH2:22][CH2:23][CH2:24][CH2:25][C:26]([O:28][CH3:29])=[O:27]. (6) Given the reactants [CH3:1][C:2]([CH2:7][CH2:8][CH:9]=[C:10]([CH3:12])[CH3:11])=[CH:3][C:4](=[O:6])[CH3:5].[H][H], predict the reaction product. The product is: [CH3:1][CH:2]([CH2:7][CH2:8][CH:9]=[C:10]([CH3:11])[CH3:12])[CH2:3][C:4](=[O:6])[CH3:5]. (7) Given the reactants [S:1]1[CH:5]=[CH:4][N:3]=[C:2]1[NH2:6].[F:7][C:8]([F:29])([F:28])[O:9][C:10]1[CH:11]=[C:12]([C:16]2[N:20]3[N:21]=[C:22]([C:25](O)=[O:26])[CH:23]=[CH:24][C:19]3=[N:18][N:17]=2)[CH:13]=[CH:14][CH:15]=1.CN(C(ON1N=NC2C=CC=NC1=2)=[N+](C)C)C.F[P-](F)(F)(F)(F)F.C(N(CC)C(C)C)(C)C, predict the reaction product. The product is: [S:1]1[CH:5]=[CH:4][N:3]=[C:2]1[NH:6][C:25]([C:22]1[CH:23]=[CH:24][C:19]2[N:20]([C:16]([C:12]3[CH:13]=[CH:14][CH:15]=[C:10]([O:9][C:8]([F:28])([F:7])[F:29])[CH:11]=3)=[N:17][N:18]=2)[N:21]=1)=[O:26]. (8) Given the reactants [NH2:1][C:2]1[CH:3]=[C:4]([CH:7]=[CH:8][C:9]=1[N:10]1[C:18]2[C:13](=[C:14]([N:19]3[CH:23]=[C:22]([C:24]4[CH:25]=[N:26][N:27]([CH3:29])[CH:28]=4)[N:21]=[CH:20]3)[CH:15]=[CH:16][CH:17]=2)[C:12]([C:30]([F:33])([F:32])[F:31])=[N:11]1)[C:5]#[N:6].[OH-:34].[Na+].OO.[Cl-].[NH4+], predict the reaction product. The product is: [NH2:1][C:2]1[CH:3]=[C:4]([CH:7]=[CH:8][C:9]=1[N:10]1[C:18]2[C:13](=[C:14]([N:19]3[CH:23]=[C:22]([C:24]4[CH:25]=[N:26][N:27]([CH3:29])[CH:28]=4)[N:21]=[CH:20]3)[CH:15]=[CH:16][CH:17]=2)[C:12]([C:30]([F:33])([F:32])[F:31])=[N:11]1)[C:5]([NH2:6])=[O:34]. (9) Given the reactants C([O:3][C:4](=[O:49])[CH2:5][CH2:6][CH2:7][O:8][C:9]1[CH:14]=[CH:13][CH:12]=[C:11]([CH2:15][CH2:16][CH2:17][CH2:18][CH2:19][CH2:20][O:21][C:22]2[CH:23]=[C:24]([C:36]3[CH:41]=[CH:40][CH:39]=[CH:38][CH:37]=3)[CH:25]=[C:26]([O:28][CH2:29][C:30]3[CH:35]=[CH:34][CH:33]=[CH:32][CH:31]=3)[CH:27]=2)[C:10]=1[CH2:42][CH2:43][C:44]([O:46]CC)=[O:45])C.[OH-].[Na+], predict the reaction product. The product is: [CH2:29]([O:28][C:26]1[CH:27]=[C:22]([O:21][CH2:20][CH2:19][CH2:18][CH2:17][CH2:16][CH2:15][C:11]2[C:10]([CH2:42][CH2:43][C:44]([OH:46])=[O:45])=[C:9]([CH:14]=[CH:13][CH:12]=2)[O:8][CH2:7][CH2:6][CH2:5][C:4]([OH:49])=[O:3])[CH:23]=[C:24]([C:36]2[CH:41]=[CH:40][CH:39]=[CH:38][CH:37]=2)[CH:25]=1)[C:30]1[CH:31]=[CH:32][CH:33]=[CH:34][CH:35]=1. (10) Given the reactants [F:1][C:2]1[CH:7]=[CH:6][CH:5]=[CH:4][C:3]=1[C:8]1[C:13]([C:14]([O:16]CC)=O)=[CH:12][N:11]=[C:10]([S:19][CH3:20])[N:9]=1.[OH-].[Na+].C(Cl)(=O)C(Cl)=O.[CH3:29][O:30][C:31]1[CH:32]=[C:33]([CH:39]=[CH:40][CH:41]=1)[CH2:34][NH:35][CH:36]([CH3:38])[CH3:37].C(N(C(C)C)CC)(C)C, predict the reaction product. The product is: [CH3:29][O:30][C:31]1[CH:32]=[C:33]([CH:39]=[CH:40][CH:41]=1)[CH2:34][N:35]([CH:36]([CH3:38])[CH3:37])[C:14]([C:13]1[C:8]([C:3]2[CH:4]=[CH:5][CH:6]=[CH:7][C:2]=2[F:1])=[N:9][C:10]([S:19][CH3:20])=[N:11][CH:12]=1)=[O:16].